The task is: Predict the product of the given reaction.. This data is from Forward reaction prediction with 1.9M reactions from USPTO patents (1976-2016). (1) Given the reactants [NH2:1][C:2]([C:4]1[CH:5]=[C:6]([C:10]2[CH:11]=[C:12]3[C:17](=[CH:18][CH:19]=2)[CH2:16][N:15](C(OC(C)(C)C)=O)[CH2:14][CH2:13]3)[CH:7]=[CH:8][CH:9]=1)=[O:3].[SiH](CC)(CC)CC.C(O)(C(F)(F)F)=O, predict the reaction product. The product is: [CH2:16]1[C:17]2[C:12](=[CH:11][C:10]([C:6]3[CH:5]=[C:4]([CH:9]=[CH:8][CH:7]=3)[C:2]([NH2:1])=[O:3])=[CH:19][CH:18]=2)[CH2:13][CH2:14][NH:15]1. (2) The product is: [Cl:21][C:19]1[CH:20]=[C:15]([NH:13][C:10]2[N:11]=[N:12][C:7]([C:4]3[CH:3]=[CH:2][N:1]=[CH:6][CH:5]=3)=[CH:8][CH:9]=2)[C:16](=[O:22])[NH:17][N:18]=1. Given the reactants [N:1]1[CH:6]=[CH:5][C:4]([C:7]2[N:12]=[N:11][C:10]([NH2:13])=[CH:9][CH:8]=2)=[CH:3][CH:2]=1.Br[C:15]1[C:16](=[O:22])[NH:17][N:18]=[C:19]([Cl:21])[CH:20]=1.C(=O)([O-])[O-].[Cs+].[Cs+].CC1(C)C2C(=C(P(C3C=CC=CC=3)C3C=CC=CC=3)C=CC=2)OC2C(P(C3C=CC=CC=3)C3C=CC=CC=3)=CC=CC1=2, predict the reaction product. (3) Given the reactants [CH2:1]([O:3][C:4](=[O:15])[C:5](=[CH:11]OCC)[C:6]([O:8][CH2:9][CH3:10])=[O:7])[CH3:2].[CH3:16][O:17][C:18]1[CH:19]=[C:20]([CH:22]=[CH:23][C:24]=1[O:25][CH3:26])[NH2:21], predict the reaction product. The product is: [CH2:9]([O:8][C:6](=[O:7])[C:5](=[CH:11][NH:21][C:20]1[CH:22]=[CH:23][C:24]([O:25][CH3:26])=[C:18]([O:17][CH3:16])[CH:19]=1)[C:4]([O:3][CH2:1][CH3:2])=[O:15])[CH3:10]. (4) Given the reactants [C:1]([C:5]1[CH:9]=[C:8]([NH2:10])[N:7]([C:11]2[CH:16]=[CH:15][CH:14]=[CH:13][C:12]=2[CH3:17])[N:6]=1)([CH3:4])([CH3:3])[CH3:2].Br[C:19]1[CH:28]=[CH:27][C:26]([Br:29])=[CH:25][C:20]=1[C:21]([O:23][CH3:24])=[O:22].C1C=CC(P(C2C(C3C(P(C4C=CC=CC=4)C4C=CC=CC=4)=CC=C4C=3C=CC=C4)=C3C(C=CC=C3)=CC=2)C2C=CC=CC=2)=CC=1.C([O-])([O-])=O.[Cs+].[Cs+], predict the reaction product. The product is: [Br:29][C:26]1[CH:27]=[CH:28][C:19]([NH:10][C:8]2[N:7]([C:11]3[CH:16]=[CH:15][CH:14]=[CH:13][C:12]=3[CH3:17])[N:6]=[C:5]([C:1]([CH3:4])([CH3:3])[CH3:2])[CH:9]=2)=[C:20]([CH:25]=1)[C:21]([O:23][CH3:24])=[O:22]. (5) Given the reactants S([O-])([O-])(=O)=O.C([O:10][C:11]1[CH:16]=[CH:15][C:14]([C@@H:17]([NH3+:19])[CH3:18])=[CH:13][CH:12]=1)(C)(C)C.C([O:10][C:11]1[CH:16]=[CH:15][C:14]([C@@H:17]([NH3+:19])[CH3:18])=[CH:13][CH:12]=1)(C)(C)C.OS(O)(=O)=O.[OH-].[Na+], predict the reaction product. The product is: [NH2:19][C@H:17]([C:14]1[CH:15]=[CH:16][C:11]([OH:10])=[CH:12][CH:13]=1)[CH3:18]. (6) Given the reactants [C:1]([NH:11][C@H:12]([C:16]([OH:18])=O)[CH:13]([CH3:15])[CH3:14])([O:3][CH2:4][C:5]1[CH:10]=[CH:9][CH:8]=[CH:7][CH:6]=1)=[O:2].CN(C)CCCN=C=NCC.O.ON1C2C=CC=CC=2N=N1.CN(C1C=CC=CN=1)C.[NH2:50][CH:51]([CH:60]([OH:63])[CH2:61][F:62])[CH2:52][C:53]([O:55][C:56]([CH3:59])([CH3:58])[CH3:57])=[O:54], predict the reaction product. The product is: [C:1]([NH:11][C@H:12]([C:16]([NH:50][CH:51]([CH:60]([OH:63])[CH2:61][F:62])[CH2:52][C:53]([O:55][C:56]([CH3:57])([CH3:58])[CH3:59])=[O:54])=[O:18])[CH:13]([CH3:14])[CH3:15])([O:3][CH2:4][C:5]1[CH:6]=[CH:7][CH:8]=[CH:9][CH:10]=1)=[O:2]. (7) Given the reactants OC[N:3]1[C:7]2[N:8]=[CH:9][N:10]=[C:11]([N:12]3[CH2:17][CH2:16][O:15][CH2:14][CH2:13]3)[C:6]=2[C:5]([C:18]2[CH:19]=[C:20]([CH:23]=[CH:24][CH:25]=2)[C:21]#[N:22])=[C:4]1[CH3:26].C(=O)([O-])[O-].[K+].[K+], predict the reaction product. The product is: [CH3:26][C:4]1[NH:3][C:7]2[N:8]=[CH:9][N:10]=[C:11]([N:12]3[CH2:13][CH2:14][O:15][CH2:16][CH2:17]3)[C:6]=2[C:5]=1[C:18]1[CH:19]=[C:20]([CH:23]=[CH:24][CH:25]=1)[C:21]#[N:22]. (8) Given the reactants [CH2:1]([O:3][C:4]1[CH:5]=[C:6]([CH:28]=[CH:29][C:30]=1[OH:31])[CH2:7][N:8]1[CH2:13][CH2:12][CH:11]([NH:14][C:15]2[CH:23]=[C:22]([C:24]([F:27])([F:26])[F:25])[C:18]([C:19]([OH:21])=[O:20])=[CH:17][N:16]=2)[CH2:10][CH2:9]1)[CH3:2].Cl.Cl.[CH3:34]OC(=O)C1C(C(F)(F)F)=CC(NC2CCNCC2)=NC=1.C(OC1C=C(C=CC=1OC)C=O)C, predict the reaction product. The product is: [CH2:1]([O:3][C:4]1[CH:5]=[C:6]([CH:28]=[CH:29][C:30]=1[O:31][CH3:34])[CH2:7][N:8]1[CH2:9][CH2:10][CH:11]([NH:14][C:15]2[CH:23]=[C:22]([C:24]([F:26])([F:25])[F:27])[C:18]([C:19]([OH:21])=[O:20])=[CH:17][N:16]=2)[CH2:12][CH2:13]1)[CH3:2]. (9) The product is: [OH:1][C:2]1[CH:6]=[C:5]([CH2:7][CH2:8][C:9]([NH:12][CH2:13][CH:14]2[CH2:19][CH2:18][N:17]([C:20]([O:22][CH2:23][C:24]3[CH:25]=[C:26]([Cl:31])[CH:27]=[C:28]([Cl:30])[CH:29]=3)=[O:21])[CH:16]([CH3:32])[CH2:15]2)=[O:11])[O:4][N:3]=1. Given the reactants [OH:1][C:2]1[CH:6]=[C:5]([CH2:7][CH2:8][C:9]([OH:11])=O)[O:4][N:3]=1.[NH2:12][CH2:13][CH:14]1[CH2:19][CH2:18][N:17]([C:20]([O:22][CH2:23][C:24]2[CH:29]=[C:28]([Cl:30])[CH:27]=[C:26]([Cl:31])[CH:25]=2)=[O:21])[CH:16]([CH3:32])[CH2:15]1.CCN(C(C)C)C(C)C.C(P1(=O)OP(CCC)(=O)OP(CCC)(=O)O1)CC, predict the reaction product.